Dataset: Forward reaction prediction with 1.9M reactions from USPTO patents (1976-2016). Task: Predict the product of the given reaction. Given the reactants [CH2:1]([CH:4]([CH2:12][CH2:13][CH2:14][CH3:15])[CH:5]([OH:11])[CH2:6][C:7]([O:9]C)=[O:8])[CH:2]=[CH2:3], predict the reaction product. The product is: [CH2:1]([CH:4]([CH2:12][CH2:13][CH2:14][CH3:15])[CH:5]([OH:11])[CH2:6][C:7]([OH:9])=[O:8])[CH:2]=[CH2:3].